Task: Predict which catalyst facilitates the given reaction.. Dataset: Catalyst prediction with 721,799 reactions and 888 catalyst types from USPTO (1) Reactant: Br[C:2]1[CH:7]=[C:6]([Cl:8])[CH:5]=[CH:4][C:3]=1[O:9][CH2:10][C:11]([F:14])([F:13])[F:12].C([O-])(=O)C.[K+].[B:20]1([B:20]2[O:24][C:23]([CH3:26])([CH3:25])[C:22]([CH3:28])([CH3:27])[O:21]2)[O:24][C:23]([CH3:26])([CH3:25])[C:22]([CH3:28])([CH3:27])[O:21]1. Product: [Cl:8][C:6]1[CH:5]=[CH:4][C:3]([O:9][CH2:10][C:11]([F:14])([F:13])[F:12])=[C:2]([B:20]2[O:24][C:23]([CH3:26])([CH3:25])[C:22]([CH3:28])([CH3:27])[O:21]2)[CH:7]=1. The catalyst class is: 216. (2) Reactant: [C:1]1([C:3](=[CH:5][CH:6]=[CH:7][CH:8]=1)[OH:4])[OH:2].[H-].[Na+].[CH3:11][O:12][CH2:13][CH2:14][CH2:15]Br. Product: [CH3:11][O:12][CH2:13][CH2:14][CH2:15][O:2][C:1]1[CH:8]=[CH:7][CH:6]=[CH:5][C:3]=1[OH:4]. The catalyst class is: 9. (3) Reactant: C([O:3][C:4](=[O:28])[CH2:5][NH:6][C:7]([C:9]1[CH:13]=[C:12]([C:14]2[CH:19]=[CH:18][CH:17]=[C:16]([O:20][CH2:21][C:22]3[CH:27]=[CH:26][CH:25]=[CH:24][CH:23]=3)[CH:15]=2)[NH:11][N:10]=1)=[O:8])C.CO.O.O[Li].O. Product: [CH2:21]([O:20][C:16]1[CH:15]=[C:14]([C:12]2[NH:11][N:10]=[C:9]([C:7]([NH:6][CH2:5][C:4]([OH:28])=[O:3])=[O:8])[CH:13]=2)[CH:19]=[CH:18][CH:17]=1)[C:22]1[CH:23]=[CH:24][CH:25]=[CH:26][CH:27]=1. The catalyst class is: 1.